From a dataset of Catalyst prediction with 721,799 reactions and 888 catalyst types from USPTO. Predict which catalyst facilitates the given reaction. (1) Reactant: [F:1][C:2]1[CH:3]=[C:4]([N:9]2[C:13]3[CH:14]=[CH:15][CH:16]=[CH:17][C:12]=3[N:11]([CH2:18][CH2:19][CH2:20][N:21]3[CH2:26][CH2:25][N:24](C(OC(C)(C)C)=O)[CH2:23][CH2:22]3)[S:10]2(=[O:35])=[O:34])[CH:5]=[CH:6][C:7]=1[F:8].Cl. Product: [F:1][C:2]1[CH:3]=[C:4]([N:9]2[C:13]3[CH:14]=[CH:15][CH:16]=[CH:17][C:12]=3[N:11]([CH2:18][CH2:19][CH2:20][N:21]3[CH2:26][CH2:25][NH:24][CH2:23][CH2:22]3)[S:10]2(=[O:34])=[O:35])[CH:5]=[CH:6][C:7]=1[F:8]. The catalyst class is: 269. (2) The catalyst class is: 652. Reactant: [BH4-].[Na+].[CH3:3][C:4]1[CH:9]=[C:8]([N:10]2[CH2:14][CH:13]([N+:15]([O-])=O)[CH2:12][C:11]2=[O:18])[CH:7]=[CH:6][C:5]=1[N:19]1[CH2:25][CH2:24][CH2:23][CH2:22][O:21][C:20]1=[O:26].[C:27]([OH:33])([C:29]([F:32])([F:31])[F:30])=[O:28]. Product: [NH2:15][CH:13]1[CH2:14][N:10]([C:8]2[CH:7]=[CH:6][C:5]([N:19]3[CH2:25][CH2:24][CH2:23][CH2:22][O:21][C:20]3=[O:26])=[C:4]([CH3:3])[CH:9]=2)[C:11](=[O:18])[CH2:12]1.[F:30][C:29]([F:32])([F:31])[C:27]([O-:33])=[O:28]. (3) Product: [F:13][C:2]([F:1])([F:12])[C:3]1[C:11]2[CH2:10][CH2:9][CH2:8][CH2:7][C:6]=2[N:5]([CH2:26][C:27]2[CH:28]=[C:29]([CH:34]=[CH:35][CH:36]=2)[C:30]([O:32][CH3:33])=[O:31])[N:4]=1. Reactant: [F:1][C:2]([F:13])([F:12])[C:3]1[C:11]2[CH2:10][CH2:9][CH2:8][CH2:7][C:6]=2[NH:5][N:4]=1.CC(C)([O-])C.[K+].CN(C=O)C.Br[CH2:26][C:27]1[CH:28]=[C:29]([CH:34]=[CH:35][CH:36]=1)[C:30]([O:32][CH3:33])=[O:31]. The catalyst class is: 805. (4) The catalyst class is: 399. Reactant: [CH3:1][C:2]1[CH:7]=[C:6]([CH3:8])[N:5]=[C:4]([N:9]2[CH2:16][CH:15]3[CH:11]([CH2:12][NH:13][CH2:14]3)[CH2:10]2)[N:3]=1.[C:17]1([N:23]2[C:27]([C:28](O)=[O:29])=[CH:26][CH:25]=[N:24]2)[CH:22]=[CH:21][CH:20]=[CH:19][CH:18]=1.CN(C(ON1N=NC2C=CC=NC1=2)=[N+](C)C)C.F[P-](F)(F)(F)(F)F.CCN(C(C)C)C(C)C. Product: [CH3:1][C:2]1[CH:7]=[C:6]([CH3:8])[N:5]=[C:4]([N:9]2[CH2:16][CH:15]3[CH:11]([CH2:12][N:13]([C:28]([C:27]4[N:23]([C:17]5[CH:18]=[CH:19][CH:20]=[CH:21][CH:22]=5)[N:24]=[CH:25][CH:26]=4)=[O:29])[CH2:14]3)[CH2:10]2)[N:3]=1. (5) Reactant: [I:1][C:2]1[CH:7]=[CH:6][C:5]([OH:8])=[CH:4][CH:3]=1.C(=O)([O-])[O-].[K+].[K+].[CH2:15](Br)[C:16]1[CH:21]=[CH:20][CH:19]=[CH:18][CH:17]=1.O. Product: [CH2:15]([O:8][C:5]1[CH:6]=[CH:7][C:2]([I:1])=[CH:3][CH:4]=1)[C:16]1[CH:21]=[CH:20][CH:19]=[CH:18][CH:17]=1. The catalyst class is: 9. (6) Reactant: Br[CH2:2][CH2:3][O:4][C:5]1[C:10]([CH3:11])=[CH:9][C:8]([C:12]2[NH:21][C:20](=[O:22])[C:19]3[C:14](=[C:15]([O:23][CH3:24])[CH:16]=[CH:17][CH:18]=3)[N:13]=2)=[CH:7][C:6]=1[CH3:25].[NH:26]1[CH2:30][CH2:29][CH2:28][CH2:27]1.O. Product: [CH3:25][C:6]1[CH:7]=[C:8]([C:12]2[NH:21][C:20](=[O:22])[C:19]3[C:14](=[C:15]([O:23][CH3:24])[CH:16]=[CH:17][CH:18]=3)[N:13]=2)[CH:9]=[C:10]([CH3:11])[C:5]=1[O:4][CH2:3][CH2:2][N:26]1[CH2:30][CH2:29][CH2:28][CH2:27]1. The catalyst class is: 3. (7) Reactant: [NH2:1][CH2:2][C:3]1[C:4]([Cl:19])=[C:5]2[C:9](=[CH:10][CH:11]=1)[N:8]([C:12]([O:14][C:15]([CH3:18])([CH3:17])[CH3:16])=[O:13])[CH:7]=[CH:6]2.[C:20](=N)([C:27]1[CH:32]=[CH:31][CH:30]=[CH:29][CH:28]=1)[C:21]1[CH:26]=[CH:25][CH:24]=[CH:23][CH:22]=1. Product: [C:20](=[N:1][CH2:2][C:3]1[C:4]([Cl:19])=[C:5]2[C:9](=[CH:10][CH:11]=1)[N:8]([C:12]([O:14][C:15]([CH3:16])([CH3:18])[CH3:17])=[O:13])[CH:7]=[CH:6]2)([C:21]1[CH:26]=[CH:25][CH:24]=[CH:23][CH:22]=1)[C:27]1[CH:32]=[CH:31][CH:30]=[CH:29][CH:28]=1. The catalyst class is: 91.